Dataset: Reaction yield outcomes from USPTO patents with 853,638 reactions. Task: Predict the reaction yield, written as a fraction of the theoretical maximum amount of product (1.0 means a 100% yield; for example, 0.34 means a 34% yield). (1) The reactants are [F:1][C:2]([F:37])([F:36])[C:3]1[CH:4]=[C:5]([C:13]2[N:17]=[CH:16][N:15](/[CH:18]=[CH:19]\[C:20]([NH:22][CH:23]3[CH:28]4[CH:24]3[CH2:25][N:26](C(OC(C)(C)C)=O)[CH2:27]4)=[O:21])[N:14]=2)[CH:6]=[C:7]([C:9]([F:12])([F:11])[F:10])[CH:8]=1.O1CCOCC1.[ClH:44]. The catalyst is C(Cl)Cl. The product is [ClH:44].[CH:24]12[CH:23]([NH:22][C:20](=[O:21])/[CH:19]=[CH:18]\[N:15]3[CH:16]=[N:17][C:13]([C:5]4[CH:4]=[C:3]([C:2]([F:1])([F:36])[F:37])[CH:8]=[C:7]([C:9]([F:11])([F:12])[F:10])[CH:6]=4)=[N:14]3)[CH:28]1[CH2:27][NH:26][CH2:25]2. The yield is 0.375. (2) The reactants are Br[C:2]1[CH:7]=[C:6]([CH:8]2[CH2:13][NH:12][S:11](=[O:15])(=[O:14])[NH:10][CH2:9]2)[CH:5]=[CH:4][C:3]=1[NH2:16].[C:17]1(B(O)O)[CH2:22][CH2:21][CH2:20][CH2:19][CH:18]=1. No catalyst specified. The product is [C:17]1([C:2]2[CH:7]=[C:6]([CH:8]3[CH2:13][NH:12][S:11](=[O:15])(=[O:14])[NH:10][CH2:9]3)[CH:5]=[CH:4][C:3]=2[NH2:16])[CH2:22][CH2:21][CH2:20][CH2:19][CH:18]=1. The yield is 0.650. (3) The reactants are [CH3:1][N:2]([CH3:15])[C:3](=[O:14])[CH2:4][CH2:5][CH2:6][C:7]1[CH:12]=[CH:11][C:10]([NH2:13])=[CH:9][CH:8]=1.[C:16]1(=O)[CH2:19][CH2:18][CH2:17]1.[Si]([C:25]#[N:26])(C)(C)C. The catalyst is C(OCC)(=O)C. The product is [CH3:15][N:2]([CH3:1])[C:3](=[O:14])[CH2:4][CH2:5][CH2:6][C:7]1[CH:8]=[CH:9][C:10]([NH:13][C:16]2([C:25]#[N:26])[CH2:19][CH2:18][CH2:17]2)=[CH:11][CH:12]=1. The yield is 0.570. (4) The reactants are [Li][CH:2]([CH2:4][CH3:5])[CH3:3].[CH2:6]1[CH2:11]CCCC1.[C:12](=[O:14])=O.CC(C)=O.C[N:20]([CH2:22][CH2:23]N(C)C)C.C(NC(=O)C1C=CC=CC=1[Cl:37])C.[C:39]1([Si:45]([CH3:49])([CH:47]=[CH2:48])Cl)[CH:44]=[CH:43][CH:42]=[CH:41][CH:40]=1.C(O)(=O)CC(CC(O)=O)(C(O)=O)O. The catalyst is C1COCC1. The product is [Cl:37][C:3]1[CH:6]=[CH:11][CH:5]=[C:4]([Si:45]([CH:47]=[CH2:48])([CH3:49])[C:39]2[CH:44]=[CH:43][CH:42]=[CH:41][CH:40]=2)[C:2]=1[C:12]([NH:20][CH2:22][CH3:23])=[O:14]. The yield is 0.110. (5) The reactants are C([O:4][CH2:5][C:6]1[C:11]([C:12]2[CH:17]=[C:16]([NH:18][C:19]3[CH:24]=[CH:23][C:22]([N:25]4[CH2:30][CH2:29][N:28]([CH:31]5[CH2:34][O:33][CH2:32]5)[CH2:27][C@@H:26]4[CH3:35])=[CH:21][N:20]=3)[C:15](=[O:36])[N:14]([CH3:37])[CH:13]=2)=[CH:10][C:9]([F:38])=[CH:8][C:7]=1[N:39]1[CH2:52][CH2:51][N:42]2[C:43]3[CH2:44][CH2:45][CH2:46][CH2:47][C:48]=3[C:49]([F:50])=[C:41]2[C:40]1=[O:53])(=O)C.[OH-].[Li+].C(O)(C)C.C1COCC1. The catalyst is O. The product is [F:50][C:49]1[C:48]2[CH2:47][CH2:46][CH2:45][CH2:44][C:43]=2[N:42]2[CH2:51][CH2:52][N:39]([C:7]3[CH:8]=[C:9]([F:38])[CH:10]=[C:11]([C:12]4[CH:17]=[C:16]([NH:18][C:19]5[CH:24]=[CH:23][C:22]([N:25]6[CH2:30][CH2:29][N:28]([CH:31]7[CH2:32][O:33][CH2:34]7)[CH2:27][C@@H:26]6[CH3:35])=[CH:21][N:20]=5)[C:15](=[O:36])[N:14]([CH3:37])[CH:13]=4)[C:6]=3[CH2:5][OH:4])[C:40](=[O:53])[C:41]=12. The yield is 0.490.